The task is: Predict the reaction yield, written as a fraction of the theoretical maximum amount of product (1.0 means a 100% yield; for example, 0.34 means a 34% yield).. This data is from Reaction yield outcomes from USPTO patents with 853,638 reactions. (1) The reactants are [F:1][C:2]1[CH:7]=[CH:6][C:5]([C:8]2[S:9][CH:10]=[C:11]([C:13]([CH3:20])([CH3:19])[C:14]([O:16]CC)=[O:15])[N:12]=2)=[CH:4][CH:3]=1.O.[OH-].[Li+]. The catalyst is C1COCC1.C(O)C.O. The product is [F:1][C:2]1[CH:3]=[CH:4][C:5]([C:8]2[S:9][CH:10]=[C:11]([C:13]([CH3:20])([CH3:19])[C:14]([OH:16])=[O:15])[N:12]=2)=[CH:6][CH:7]=1. The yield is 0.980. (2) The reactants are [C:1]1([C:7]2([C:12]3[CH:13]=[C:14]([CH2:17][O:18][Si](C(C)C)(C(C)C)C(C)C)[S:15][CH:16]=3)[CH2:11][CH2:10][CH2:9][O:8]2)[CH2:6][CH2:5][CH2:4][CH2:3][CH:2]=1. The catalyst is C1COCC1. The product is [C:1]1([C:7]2([C:12]3[CH:13]=[C:14]([CH2:17][OH:18])[S:15][CH:16]=3)[CH2:11][CH2:10][CH2:9][O:8]2)[CH2:6][CH2:5][CH2:4][CH2:3][CH:2]=1. The yield is 0.910. (3) The product is [Cl:8][C:7]1[C:2]([NH:16][C@@H:17]2[CH2:22][CH2:21][CH2:20][N:19]([C:23]([O:25][C:26]([CH3:29])([CH3:28])[CH3:27])=[O:24])[CH2:18]2)=[N:3][CH:4]=[CH:5][CH:6]=1. The reactants are Br[C:2]1[C:7]([Cl:8])=[CH:6][CH:5]=[CH:4][N:3]=1.CCC([O-])(C)C.[Na+].[NH2:16][C@@H:17]1[CH2:22][CH2:21][CH2:20][N:19]([C:23]([O:25][C:26]([CH3:29])([CH3:28])[CH3:27])=[O:24])[CH2:18]1.O. The yield is 0.730. The catalyst is C1(C)C=CC=CC=1.Cl[Pd-](P(C1CC2CC1CC2)C1CC2CC1CC2)[C-]1C=CC=C1N(C)C.[CH-]1C=CC=C1.[Fe+2].CCCCCCC.